From a dataset of CYP2D6 inhibition data for predicting drug metabolism from PubChem BioAssay. Regression/Classification. Given a drug SMILES string, predict its absorption, distribution, metabolism, or excretion properties. Task type varies by dataset: regression for continuous measurements (e.g., permeability, clearance, half-life) or binary classification for categorical outcomes (e.g., BBB penetration, CYP inhibition). Dataset: cyp2d6_veith. (1) The drug is COc1ccc([N+](=O)[O-])cc1NC(=O)CC(C)c1ccccc1. The result is 1 (inhibitor). (2) The drug is N[C@@H](Cc1ccccc1)C(=O)O. The result is 0 (non-inhibitor). (3) The compound is Cc1ccc(-n2nnnc2SCC(=O)NNC(=O)c2ccco2)c(C)c1. The result is 0 (non-inhibitor). (4) The compound is Cc1ccccc1-n1nc2c(c1NC(=O)c1c(-c3ccccc3Cl)noc1C)CSC2. The result is 0 (non-inhibitor).